Dataset: Full USPTO retrosynthesis dataset with 1.9M reactions from patents (1976-2016). Task: Predict the reactants needed to synthesize the given product. (1) Given the product [NH2:53][CH2:52][C:47]1[CH:48]=[CH:49][CH:50]=[CH:51][C:46]=1[C:43]1[CH:44]=[CH:45][C:40]([CH2:39][N:18]([CH2:17][C:9]2[NH:8][C:12]3[CH:13]=[CH:14][CH:15]=[CH:16][C:11]=3[N:10]=2)[CH:19]2[C:28]3[N:27]=[CH:26][CH:25]=[CH:24][C:23]=3[CH2:22][CH2:21][CH2:20]2)=[CH:41][CH:42]=1, predict the reactants needed to synthesize it. The reactants are: C(OC([N:8]1[C:12]2[CH:13]=[CH:14][CH:15]=[CH:16][C:11]=2[N:10]=[C:9]1[CH2:17][NH:18][CH:19]1[C:28]2[N:27]=[CH:26][CH:25]=[CH:24][C:23]=2[CH2:22][CH2:21][CH2:20]1)=O)(C)(C)C.C(N(CC)C(C)C)(C)C.Br[CH2:39][C:40]1[CH:45]=[CH:44][C:43]([C:46]2[CH:51]=[CH:50][CH:49]=[CH:48][C:47]=2[C:52]#[N:53])=[CH:42][CH:41]=1. (2) Given the product [Br:13][C:14]1[CH:19]=[CH:18][CH:17]=[CH:16][C:15]=1[CH2:20][N:5]([CH2:20][C:15]1[CH:16]=[CH:17][CH:18]=[CH:19][C:14]=1[Br:13])[C:4]1[CH:6]=[C:7]([N+:10]([O-:12])=[O:11])[CH:8]=[CH:9][C:3]=1[O:2][CH3:1], predict the reactants needed to synthesize it. The reactants are: [CH3:1][O:2][C:3]1[CH:9]=[CH:8][C:7]([N+:10]([O-:12])=[O:11])=[CH:6][C:4]=1[NH2:5].[Br:13][C:14]1[CH:19]=[CH:18][CH:17]=[CH:16][C:15]=1[CH2:20]Br. (3) Given the product [C:1]([N:9]1[CH2:22][CH2:21][C:20]2[C:19]3[C:18]([C:28]4[CH:29]=[CH:30][CH:31]=[CH:32][C:27]=4[O:26][C:25]([F:24])([F:37])[F:36])=[CH:17][CH:16]=[CH:15][C:14]=3[NH:13][C:12]=2[CH2:11][CH2:10]1)(=[O:8])[C:2]1[CH:7]=[CH:6][CH:5]=[CH:4][CH:3]=1, predict the reactants needed to synthesize it. The reactants are: [C:1]([N:9]1[CH2:22][CH2:21][C:20]2[C:19]3[C:18](Br)=[CH:17][CH:16]=[CH:15][C:14]=3[NH:13][C:12]=2[CH2:11][CH2:10]1)(=[O:8])[C:2]1[CH:7]=[CH:6][CH:5]=[CH:4][CH:3]=1.[F:24][C:25]([F:37])([F:36])[O:26][C:27]1[CH:32]=[CH:31][CH:30]=[CH:29][C:28]=1B(O)O.C([O-])([O-])=O.[Na+].[Na+]. (4) Given the product [CH2:1]([O:3][C:4]([C:6]1[CH:7]=[C:8]2[N:13]([C:14]=1[C:15]1[CH:20]=[N:19][CH:18]=[N:17][CH:16]=1)[CH:12]=[CH:11][C:10]([CH2:21][N:22]1[CH:29]=[C:28]([C:27]([OH:32])([C:26]([F:34])([F:33])[F:25])[CH2:30][CH3:31])[N:24]=[N:23]1)=[CH:9]2)=[O:5])[CH3:2], predict the reactants needed to synthesize it. The reactants are: [CH2:1]([O:3][C:4]([C:6]1[CH:7]=[C:8]2[N:13]([C:14]=1[C:15]1[CH:16]=[N:17][CH:18]=[N:19][CH:20]=1)[CH:12]=[CH:11][C:10]([CH2:21][N:22]=[N+:23]=[N-:24])=[CH:9]2)=[O:5])[CH3:2].[F:25][C:26]([F:34])([F:33])[C:27]([OH:32])([CH2:30][CH3:31])[C:28]#[CH:29]. (5) Given the product [C:19]([O:18][C:16](=[O:17])[CH2:15][CH2:14][CH2:13][CH2:12][CH2:11][CH2:10][C:9](=[O:23])[NH:31][CH2:32][CH2:33][O:34][CH2:35][CH2:36][O:37][CH2:38][CH2:39][NH:40][C:41](=[O:47])[CH2:42][CH2:43][C:44]([OH:46])=[O:45])([CH3:20])([CH3:21])[CH3:22], predict the reactants needed to synthesize it. The reactants are: O=C1CCC(=O)N1O[C:9](=[O:23])[CH2:10][CH2:11][CH2:12][CH2:13][CH2:14][CH2:15][C:16]([O:18][C:19]([CH3:22])([CH3:21])[CH3:20])=[O:17].C(OC([NH:31][CH2:32][CH2:33][O:34][CH2:35][CH2:36][O:37][CH2:38][CH2:39][NH:40][C:41](=[O:47])[CH2:42][CH2:43][C:44]([OH:46])=[O:45])=O)(C)(C)C.